Dataset: Peptide-MHC class II binding affinity with 134,281 pairs from IEDB. Task: Regression. Given a peptide amino acid sequence and an MHC pseudo amino acid sequence, predict their binding affinity value. This is MHC class II binding data. (1) The peptide sequence is GSLIVNPSLNGFLSK. The MHC is DRB1_1501 with pseudo-sequence DRB1_1501. The binding affinity (normalized) is 0.134. (2) The peptide sequence is SVCNKVKGLKVFNTR. The MHC is DRB1_0401 with pseudo-sequence DRB1_0401. The binding affinity (normalized) is 0.476. (3) The peptide sequence is EVLFRLENHAETLRA. The MHC is DRB1_0901 with pseudo-sequence DRB1_0901. The binding affinity (normalized) is 0.667. (4) The peptide sequence is DDGRNIAWDNDKLES. The MHC is HLA-DQA10101-DQB10501 with pseudo-sequence HLA-DQA10101-DQB10501. The binding affinity (normalized) is 0.390.